This data is from Forward reaction prediction with 1.9M reactions from USPTO patents (1976-2016). The task is: Predict the product of the given reaction. Given the reactants [ClH:1].[CH:2]1([C:5](=[O:33])[CH:6]([N:14]2[CH2:19][CH2:18][CH:17]([SH:20])/[C:16](=[CH:21]/[C:22]3[N:23]=[CH:24][N:25]([CH2:27][C:28]([O:30]CC)=[O:29])[CH:26]=3)/[CH2:15]2)[C:7]2[CH:12]=[CH:11][CH:10]=[CH:9][C:8]=2[F:13])[CH2:4][CH2:3]1.O1CCCC1.[OH-].[Na+].Cl, predict the reaction product. The product is: [ClH:1].[C:28]([CH2:27][N:25]1[CH:26]=[C:22](/[CH:21]=[C:16]2\[CH2:15][N:14]([CH:6]([C:7]3[CH:12]=[CH:11][CH:10]=[CH:9][C:8]=3[F:13])[C:5]([CH:2]3[CH2:3][CH2:4]3)=[O:33])[CH2:19][CH2:18][CH:17]\2[SH:20])[N:23]=[CH:24]1)([OH:30])=[O:29].